This data is from Full USPTO retrosynthesis dataset with 1.9M reactions from patents (1976-2016). The task is: Predict the reactants needed to synthesize the given product. Given the product [CH2:18]([N:6]1[CH2:7][CH:8]([NH:10][C:11]([O:13][C:14]([CH3:16])([CH3:17])[CH3:15])=[O:12])[CH2:9][CH:5]1[C:3]([OH:4])=[O:2])[C:19]1[CH:24]=[CH:23][CH:22]=[CH:21][CH:20]=1, predict the reactants needed to synthesize it. The reactants are: C[O:2][C:3]([CH:5]1[CH2:9][CH:8]([NH:10][C:11]([O:13][C:14]([CH3:17])([CH3:16])[CH3:15])=[O:12])[CH2:7][N:6]1[CH2:18][C:19]1[CH:24]=[CH:23][CH:22]=[CH:21][CH:20]=1)=[O:4].[Li+].[OH-].